From a dataset of Peptide-MHC class I binding affinity with 185,985 pairs from IEDB/IMGT. Regression. Given a peptide amino acid sequence and an MHC pseudo amino acid sequence, predict their binding affinity value. This is MHC class I binding data. (1) The peptide sequence is VMAPRTLIL. The MHC is HLA-C06:02 with pseudo-sequence HLA-C06:02. The binding affinity (normalized) is 0.238. (2) The peptide sequence is ILGLPTQTV. The MHC is HLA-A02:01 with pseudo-sequence HLA-A02:01. The binding affinity (normalized) is 0.446. (3) The peptide sequence is IVFMWAIHH. The MHC is HLA-A68:02 with pseudo-sequence HLA-A68:02. The binding affinity (normalized) is 0.0847. (4) The peptide sequence is FPVKPQVPLR. The MHC is HLA-B27:05 with pseudo-sequence HLA-B27:05. The binding affinity (normalized) is 0. (5) The peptide sequence is TPGRYRTAV. The MHC is HLA-B45:06 with pseudo-sequence HLA-B45:06. The binding affinity (normalized) is 0.213. (6) The peptide sequence is QTFDFGRL. The MHC is H-2-Kb with pseudo-sequence H-2-Kb. The binding affinity (normalized) is 0.930. (7) The MHC is HLA-B15:42 with pseudo-sequence HLA-B15:42. The peptide sequence is STMPLVMAW. The binding affinity (normalized) is 0.213.